Dataset: Reaction yield outcomes from USPTO patents with 853,638 reactions. Task: Predict the reaction yield, written as a fraction of the theoretical maximum amount of product (1.0 means a 100% yield; for example, 0.34 means a 34% yield). (1) The reactants are [Cl:1][C:2]1[N:7]=[CH:6][C:5]([S:8](Cl)(=[O:10])=[O:9])=[CH:4][CH:3]=1.[NH2:12][C:13]1[S:14][CH:15]=[CH:16][N:17]=1. The catalyst is N1C=CC=CC=1. The product is [Cl:1][C:2]1[N:7]=[CH:6][C:5]([S:8]([NH:12][C:13]2[S:14][CH:15]=[CH:16][N:17]=2)(=[O:10])=[O:9])=[CH:4][CH:3]=1. The yield is 0.680. (2) The reactants are [CH3:1][C:2]1[O:6][N:5]=[C:4]([C:7]2[CH:12]=[CH:11][CH:10]=[CH:9][CH:8]=2)[C:3]=1[C:13]1[N:14]=[C:15]2[CH:20]=[CH:19][C:18]([C:21]([OH:23])=O)=[CH:17][N:16]2[CH:24]=1.CC1ON=C(C2C=CC=CC=2)C=1C1N=[C:39]2[CH:44]=[C:43](C(O)=O)[CH:42]=[CH:41][N:40]2C=1. No catalyst specified. The product is [CH:41]1([NH:40][C:21]([C:18]2[CH:19]=[CH:20][C:15]3[N:16]([CH:24]=[C:13]([C:3]4[C:4]([C:7]5[CH:8]=[CH:9][CH:10]=[CH:11][CH:12]=5)=[N:5][O:6][C:2]=4[CH3:1])[N:14]=3)[CH:17]=2)=[O:23])[CH2:42][CH2:43][CH2:44][CH2:39]1. The yield is 0.850.